Dataset: Full USPTO retrosynthesis dataset with 1.9M reactions from patents (1976-2016). Task: Predict the reactants needed to synthesize the given product. (1) Given the product [Cl:35][C:30]1[CH:29]=[C:28]([CH2:27][C:26](=[O:36])[CH2:25][NH:24][C:20]([C:10]2[N:11]=[C:12]3[S:18][C:17]([CH3:19])=[CH:16][N:13]3[C:14](=[O:15])[C:9]=2[O:8][CH2:1][C:2]2[CH:3]=[CH:4][CH:5]=[CH:6][CH:7]=2)=[O:21])[CH:33]=[CH:32][C:31]=1[Cl:34], predict the reactants needed to synthesize it. The reactants are: [CH2:1]([O:8][C:9]1[C:14](=[O:15])[N:13]2[CH:16]=[C:17]([CH3:19])[S:18][C:12]2=[N:11][C:10]=1[C:20](O)=[O:21])[C:2]1[CH:7]=[CH:6][CH:5]=[CH:4][CH:3]=1.Cl.[NH2:24][CH2:25][C:26](=[O:36])[CH2:27][C:28]1[CH:33]=[CH:32][C:31]([Cl:34])=[C:30]([Cl:35])[CH:29]=1. (2) Given the product [F:33][C:25]1[C:26]([O:31][CH3:32])=[CH:27][C:28]([O:29][CH3:30])=[C:2]([F:1])[C:3]=1[CH2:4][O:5][C:6]1[CH:7]=[N:8][C:9]([NH:12][C:13]2[CH:17]=[C:16]([CH2:34][N:35]3[CH2:39][CH2:38][N:42]([CH3:41])[CH2:37][CH2:36]3)[N:15]([CH3:24])[N:14]=2)=[N:10][CH:11]=1, predict the reactants needed to synthesize it. The reactants are: [F:1][C:2]1[C:28]([O:29][CH3:30])=[CH:27][C:26]([O:31][CH3:32])=[C:25]([F:33])[C:3]=1[CH2:4][O:5][C:6]1[CH:7]=[N:8][C:9]([NH:12][C:13]2[CH:17]=[C:16](CCS([O-])(=O)=O)[N:15]([CH3:24])[N:14]=2)=[N:10][CH:11]=1.[CH3:34][N:35]1[CH2:39][CH2:38][CH2:37][C:36]1=O.[CH3:41][N:42]1CCNCC1.C(=O)(O)[O-].[Na+].